From a dataset of Catalyst prediction with 721,799 reactions and 888 catalyst types from USPTO. Predict which catalyst facilitates the given reaction. Reactant: Cl.[CH2:2]([O:4][C:5](=[O:8])[CH2:6][NH2:7])[CH3:3].C(N(CC)CC)C.[Br:16][C:17]1[CH:18]=[CH:19][C:20]([CH:23]=O)=[N:21][CH:22]=1.C(O[BH-](OC(=O)C)OC(=O)C)(=O)C.[Na+]. Product: [Br:16][C:17]1[CH:18]=[CH:19][C:20]([CH2:23][NH:7][CH2:6][C:5]([O:4][CH2:2][CH3:3])=[O:8])=[N:21][CH:22]=1. The catalyst class is: 5.